This data is from NCI-60 drug combinations with 297,098 pairs across 59 cell lines. The task is: Regression. Given two drug SMILES strings and cell line genomic features, predict the synergy score measuring deviation from expected non-interaction effect. (1) Synergy scores: CSS=31.6, Synergy_ZIP=-11.5, Synergy_Bliss=-21.7, Synergy_Loewe=-28.6, Synergy_HSA=-19.3. Drug 1: CC1=C2C(C(=O)C3(C(CC4C(C3C(C(C2(C)C)(CC1OC(=O)C(C(C5=CC=CC=C5)NC(=O)OC(C)(C)C)O)O)OC(=O)C6=CC=CC=C6)(CO4)OC(=O)C)OC)C)OC. Cell line: HT29. Drug 2: C1=NC2=C(N1)C(=S)N=CN2. (2) Drug 1: CC1CCC2CC(C(=CC=CC=CC(CC(C(=O)C(C(C(=CC(C(=O)CC(OC(=O)C3CCCCN3C(=O)C(=O)C1(O2)O)C(C)CC4CCC(C(C4)OC)OCCO)C)C)O)OC)C)C)C)OC. Synergy scores: CSS=2.38, Synergy_ZIP=-0.196, Synergy_Bliss=1.67, Synergy_Loewe=1.56, Synergy_HSA=0.865. Cell line: MCF7. Drug 2: CCN(CC)CCNC(=O)C1=C(NC(=C1C)C=C2C3=C(C=CC(=C3)F)NC2=O)C. (3) Drug 1: C1=CC(=CC=C1CCC2=CNC3=C2C(=O)NC(=N3)N)C(=O)NC(CCC(=O)O)C(=O)O. Drug 2: CC=C1C(=O)NC(C(=O)OC2CC(=O)NC(C(=O)NC(CSSCCC=C2)C(=O)N1)C(C)C)C(C)C. Cell line: UO-31. Synergy scores: CSS=25.9, Synergy_ZIP=-2.93, Synergy_Bliss=-0.0373, Synergy_Loewe=0.844, Synergy_HSA=0.870. (4) Drug 1: C1=CC=C(C=C1)NC(=O)CCCCCCC(=O)NO. Drug 2: C1=CN(C=N1)CC(O)(P(=O)(O)O)P(=O)(O)O. Cell line: PC-3. Synergy scores: CSS=9.75, Synergy_ZIP=-2.83, Synergy_Bliss=3.55, Synergy_Loewe=-10.1, Synergy_HSA=1.59.